This data is from Full USPTO retrosynthesis dataset with 1.9M reactions from patents (1976-2016). The task is: Predict the reactants needed to synthesize the given product. Given the product [CH2:1]([O:8][C:9]([N:11]1[CH2:23][CH2:22][C:21]2[C:20]3[C:15](=[CH:16][CH:17]=[CH:18][CH:19]=3)[N:14]([CH2:36][C:35]3[CH:38]=[CH:39][C:32]([O:31][CH2:24][C:25]4[CH:30]=[CH:29][CH:28]=[CH:27][CH:26]=4)=[CH:33][CH:34]=3)[C:13]=2[CH2:12]1)=[O:10])[C:2]1[CH:3]=[CH:4][CH:5]=[CH:6][CH:7]=1, predict the reactants needed to synthesize it. The reactants are: [CH2:1]([O:8][C:9]([N:11]1[CH2:23][CH2:22][C:21]2[C:20]3[C:15](=[CH:16][CH:17]=[CH:18][CH:19]=3)[NH:14][C:13]=2[CH2:12]1)=[O:10])[C:2]1[CH:7]=[CH:6][CH:5]=[CH:4][CH:3]=1.[CH2:24]([O:31][C:32]1[CH:39]=[CH:38][C:35]([CH2:36]Cl)=[CH:34][CH:33]=1)[C:25]1[CH:30]=[CH:29][CH:28]=[CH:27][CH:26]=1.[H-].[Na+].O.